Predict the product of the given reaction. From a dataset of Forward reaction prediction with 1.9M reactions from USPTO patents (1976-2016). (1) Given the reactants C([Li])CCC.[CH3:6][CH:7]([CH3:22])[CH2:8][N:9]1[C:21]2[C:20]3[CH:19]=[CH:18][CH:17]=[CH:16][C:15]=3[N:14]=[CH:13][C:12]=2[N:11]=[CH:10]1.CN([CH:26]=[O:27])C, predict the reaction product. The product is: [CH3:6][CH:7]([CH3:22])[CH2:8][N:9]1[C:21]2[C:20]3[CH:19]=[CH:18][CH:17]=[CH:16][C:15]=3[N:14]=[CH:13][C:12]=2[N:11]=[C:10]1[CH:26]=[O:27]. (2) Given the reactants [CH3:1][O:2][C:3]([C@@H:5]1[CH2:10][CH2:9][C@H:8]([C:11]([OH:13])=O)[CH2:7][CH2:6]1)=[O:4].[CH2:14]([NH2:21])[C:15]1[CH:20]=[CH:19][CH:18]=[CH:17][CH:16]=1.CCN=C=NCCCN(C)C.C1C=CC2N(O)N=NC=2C=1.O, predict the reaction product. The product is: [CH3:1][O:2][C:3]([C@H:5]1[CH2:6][CH2:7][C@@H:8]([C:11]([NH:21][CH2:14][C:15]2[CH:20]=[CH:19][CH:18]=[CH:17][CH:16]=2)=[O:13])[CH2:9][CH2:10]1)=[O:4].